Task: Regression. Given a peptide amino acid sequence and an MHC pseudo amino acid sequence, predict their binding affinity value. This is MHC class II binding data.. Dataset: Peptide-MHC class II binding affinity with 134,281 pairs from IEDB (1) The peptide sequence is ADLIAYPKAATKF. The MHC is H-2-IEk with pseudo-sequence H-2-IEk. The binding affinity (normalized) is 0.564. (2) The MHC is DRB1_0405 with pseudo-sequence DRB1_0405. The peptide sequence is IVLNHMTGAQSGKGT. The binding affinity (normalized) is 0.203. (3) The peptide sequence is KFVDSTVVASVTIID. The MHC is HLA-DQA10101-DQB10501 with pseudo-sequence HLA-DQA10101-DQB10501. The binding affinity (normalized) is 0.